From a dataset of Full USPTO retrosynthesis dataset with 1.9M reactions from patents (1976-2016). Predict the reactants needed to synthesize the given product. (1) Given the product [Cl:11][CH2:12][C:13]1[N:8]=[C:6]([C:5]2[CH:9]=[CH:10][C:2]([F:1])=[CH:3][CH:4]=2)[O:7][CH:15]=1, predict the reactants needed to synthesize it. The reactants are: [F:1][C:2]1[CH:10]=[CH:9][C:5]([C:6]([NH2:8])=[O:7])=[CH:4][CH:3]=1.[Cl:11][CH2:12][C:13]([CH2:15]Cl)=O. (2) Given the product [N:19]1[CH:24]=[CH:23][CH:22]=[C:21]([NH:25][C:2]([NH:1][C:4]2[CH:9]=[CH:8][C:7]([B:10]3[O:14][C:13]([CH3:16])([CH3:15])[C:12]([CH3:18])([CH3:17])[O:11]3)=[CH:6][CH:5]=2)=[O:3])[CH:20]=1, predict the reactants needed to synthesize it. The reactants are: [N:1]([C:4]1[CH:9]=[CH:8][C:7]([B:10]2[O:14][C:13]([CH3:16])([CH3:15])[C:12]([CH3:18])([CH3:17])[O:11]2)=[CH:6][CH:5]=1)=[C:2]=[O:3].[N:19]1[CH:24]=[CH:23][CH:22]=[C:21]([NH2:25])[CH:20]=1. (3) Given the product [CH3:1][N:2]1[C:6]([C:7]([NH2:21])=[O:8])=[C:5]([N+:10]([O-:12])=[O:11])[C:4]([CH3:13])=[N:3]1, predict the reactants needed to synthesize it. The reactants are: [CH3:1][N:2]1[C:6]([C:7](O)=[O:8])=[C:5]([N+:10]([O-:12])=[O:11])[C:4]([CH3:13])=[N:3]1.C(Cl)(=O)C(Cl)=O.[OH-].[NH4+:21]. (4) Given the product [C:1]([C:5]1[C:9]([CH2:10][CH2:11][CH2:12][O:13][C:25]2[C:30]([O:31][CH3:32])=[CH:29][CH:28]=[CH:27][C:26]=2[CH2:33][C:34]([OH:36])=[O:35])=[CH:8][N:7]([C:14]2[N:15]=[N:16][C:17]([C:20]([F:21])([F:22])[F:23])=[CH:18][CH:19]=2)[N:6]=1)([CH3:4])([CH3:2])[CH3:3], predict the reactants needed to synthesize it. The reactants are: [C:1]([C:5]1[C:9]([CH2:10][CH2:11][CH2:12][OH:13])=[CH:8][N:7]([C:14]2[N:15]=[N:16][C:17]([C:20]([F:23])([F:22])[F:21])=[CH:18][CH:19]=2)[N:6]=1)([CH3:4])([CH3:3])[CH3:2].O[C:25]1[C:30]([O:31][CH3:32])=[CH:29][CH:28]=[CH:27][C:26]=1[CH2:33][C:34]([O:36]C)=[O:35].C(P(CCCC)CCCC)CCC.N(C(N1CCCCC1)=O)=NC(N1CCCCC1)=O. (5) Given the product [OH:1][C:2]1[CH:7]=[CH:6][CH:5]=[CH:4][C:3]=1[C:8]1[N:13]=[C:12]([C:11]2[CH:15]=[CH:16][CH:17]=[CH:18][C:10]=2[OH:9])[N:19]([C:21]2[CH:29]=[CH:28][CH:27]=[CH:26][C:22]=2[C:23]([OH:25])=[O:24])[N:20]=1, predict the reactants needed to synthesize it. The reactants are: [OH:1][C:2]1[CH:7]=[CH:6][CH:5]=[CH:4][C:3]=1[C:8]1[O:9][C:10]2[CH:18]=[CH:17][CH:16]=[CH:15][C:11]=2[C:12](=O)[N:13]=1.[NH:19]([C:21]1[CH:29]=[CH:28][CH:27]=[CH:26][C:22]=1[C:23]([OH:25])=[O:24])[NH2:20].